From a dataset of Drug-target binding data from BindingDB using IC50 measurements. Regression. Given a target protein amino acid sequence and a drug SMILES string, predict the binding affinity score between them. We predict pIC50 (pIC50 = -log10(IC50 in M); higher means more potent). Dataset: bindingdb_ic50. (1) The small molecule is CC(=O)N[C@H](C(=O)N[C@@H](CCCNC(=N)N)C(=O)N[C@@H](C)C(N)=O)C1CCCCC1. The target protein sequence is TQSKPTPVKPNYALKFTLAGHTKAVSSVKFSPNGEWLASSSADKLIKIWGAYDGKFEKTISGHKLGISDVAWSSDSNLLVSASDDKTLKIWDVSSGKCLKTLKGHSNYVFCCNFNPQSNLIVSGSFDESVRIWDVKTGKCLKTLPAHSDPVSAVHFNRDGSLIVSSSYDGLCRIWDTASGQCLKTLIDDDNPPVSFVKFSPNGKYILAATLDNTLKLWDYSKGKCLKTYTGHKNEKYCIFANFSVTGGKWIVSGSEDNLVYIWNLQTKEIVQKLQGHTDVVISTACHPTENIIASAALENDKTIKLWKSDC. The pIC50 is 4.3. (2) The drug is C[C@@H]1[C@H]2C3=CC[C@@H]4[C@@]5(C)C[C@@H](O)[C@H](O)[C@@](C)(CO)[C@@H]5CC[C@@]4(C)[C@]3(C)CC[C@@]2(C(=O)O)CC[C@H]1C. The target protein sequence is MSSPNRKLKPTILVVDDEPDNLDLLYRTFHREFKVLKAESGPAALKILEEVGEVAVIISDQRMPYMSGTEFLSLTATQYPDSIRIILTGYTDVEDLVEAINSGKVFKYVTKPWKSDELKAIVQQGLETHNVLKSRTEELRLAQKQESLLYEVTSTIRACPNSQEMLQRIVETVGKMFEVSYCLLRSFGVGSDLIGLGAGVSPTKQDITATQGKEWFAYLAEGQNHQNSTTDNISVINNNDLELRSLVWETTEVMILSEGLGNDISDHDGPEWQQRRDVYQRADIRSSLIVPLYYRQELLAVLALHHTGSPRNWHEHEVQLAAGVADQAALALSQVRAYEQVRELARREALVNTITNAIRSSLDPQKIFAAITEQLGEALEVDGCALSLWSPGDEYMQCVGLYNAAIKETVVETRPAALSEPDTSTTTNLPLLGVETNQSIESDQSDDLPQSAAPISGNPVLQELIRTRAPVAIADIEQRPDSMVMLPLRSPSKALLVVPL.... The pIC50 is 4.0. (3) The small molecule is CC(Nc1cc(F)cc(F)c1)c1cc(C(=O)N2CC[C@H](O)C2)cc2c(=O)cc(N3CCOCC3)oc12. The target protein (P42338) has sequence MCFSFIMPPAMADILDIWAVDSQIASDGSIPVDFLLPTGIYIQLEVPREATISYIKQMLWKQVHNYPMFNLLMDIDSYMFACVNQTAVYEELEDETRRLCDVRPFLPVLKLVTRSCDPGEKLDSKIGVLIGKGLHEFDSLKDPEVNEFRRKMRKFSEEKILSLVGLSWMDWLKQTYPPEHEPSIPENLEDKLYGGKLIVAVHFENCQDVFSFQVSPNMNPIKVNELAIQKRLTIHGKEDEVSPYDYVLQVSGRVEYVFGDHPLIQFQYIRNCVMNRALPHFILVECCKIKKMYEQEMIAIEAAINRNSSNLPLPLPPKKTRIISHVWENNNPFQIVLVKGNKLNTEETVKVHVRAGLFHGTELLCKTIVSSEVSGKNDHIWNEPLEFDINICDLPRMARLCFAVYAVLDKVKTKKSTKTINPSKYQTIRKAGKVHYPVAWVNTMVFDFKGQLRTGDIILHSWSSFPDELEEMLNPMGTVQTNPYTENATALHVKFPENKK.... The pIC50 is 8.2. (4) The small molecule is Cc1ccc(NC(=O)CSc2ncnc3ccccc23)cc1S(=O)(=O)N1CCCCC1. The target protein (Q9HC29) has sequence MGEEGGSASHDEEERASVLLGHSPGCEMCSQEAFQAQRSQLVELLVSGSLEGFESVLDWLLSWEVLSWEDYEGFHLLGQPLSHLARRLLDTVWNKGTWACQKLIAAAQEAQADSQSPKLHGCWDPHSLHPARDLQSHRPAIVRRLHSHVENMLDLAWERGFVSQYECDEIRLPIFTPSQRARRLLDLATVKANGLAAFLLQHVQELPVPLALPLEAATCKKYMAKLRTTVSAQSRFLSTYDGAETLCLEDIYTENVLEVWADVGMAGPPQKSPATLGLEELFSTPGHLNDDADTVLVVGEAGSGKSTLLQRLHLLWAAGQDFQEFLFVFPFSCRQLQCMAKPLSVRTLLFEHCCWPDVGQEDIFQLLLDHPDRVLLTFDGFDEFKFRFTDRERHCSPTDPTSVQTLLFNLLQGNLLKNARKVVTSRPAAVSAFLRKYIRTEFNLKGFSEQGIELYLRKRHHEPGVADRLIRLLQETSALHGLCHLPVFSWMVSKCHQELL.... The pIC50 is 5.8.